Predict the reactants needed to synthesize the given product. From a dataset of Retrosynthesis with 50K atom-mapped reactions and 10 reaction types from USPTO. (1) Given the product Cc1ccc(-n2nc(C)c(C(=O)N3CCC(N4CCCC4)CC3)c2C)cc1C(F)(F)F, predict the reactants needed to synthesize it. The reactants are: C1CCN(C2CCNCC2)C1.Cc1ccc(-n2nc(C)c(C(=O)O)c2C)cc1C(F)(F)F. (2) Given the product Cc1c(CN(C)CC(O)c2cccc(N)c2)sc2c(=O)c(C(=O)NCc3ccc(Cl)cc3)cn(C)c12, predict the reactants needed to synthesize it. The reactants are: CNCC(O)c1cccc(N)c1.Cc1c(CCl)sc2c(=O)c(C(=O)NCc3ccc(Cl)cc3)cn(C)c12. (3) Given the product COC(=O)c1c(CNC(=O)c2ccc(F)cc2)c(=O)c2ccc(OC)cc2n1-c1ccccc1, predict the reactants needed to synthesize it. The reactants are: COC(=O)c1c(CN)c(=O)c2ccc(OC)cc2n1-c1ccccc1.O=C(Cl)c1ccc(F)cc1. (4) Given the product O=C(OCc1ccccc1)C(=O)C1CCCC1, predict the reactants needed to synthesize it. The reactants are: O=C(OCc1ccccc1)C(O)C1CCCC1.